Dataset: NCI-60 drug combinations with 297,098 pairs across 59 cell lines. Task: Regression. Given two drug SMILES strings and cell line genomic features, predict the synergy score measuring deviation from expected non-interaction effect. Drug 1: CS(=O)(=O)C1=CC(=C(C=C1)C(=O)NC2=CC(=C(C=C2)Cl)C3=CC=CC=N3)Cl. Drug 2: C1=C(C(=O)NC(=O)N1)F. Cell line: RXF 393. Synergy scores: CSS=41.2, Synergy_ZIP=-0.273, Synergy_Bliss=3.01, Synergy_Loewe=3.99, Synergy_HSA=5.73.